Dataset: Forward reaction prediction with 1.9M reactions from USPTO patents (1976-2016). Task: Predict the product of the given reaction. (1) Given the reactants [CH3:1][NH:2][C:3](=[O:25])[C:4]1[CH:9]=[C:8]([O:10][C:11]2[CH:12]=[C:13]3[C:18](=[CH:19][CH:20]=2)[N:17]=[C:16](S(C)(=O)=O)[N:15]=[CH:14]3)[CH:7]=[CH:6][N:5]=1.[H-].[Na+].[CH3:28][O:29][C:30]1[CH:36]=[CH:35][CH:34]=[CH:33][C:31]=1[NH2:32], predict the reaction product. The product is: [CH3:28][O:29][C:30]1[CH:36]=[CH:35][CH:34]=[CH:33][C:31]=1[NH:32][C:16]1[N:15]=[CH:14][C:13]2[C:18](=[CH:19][CH:20]=[C:11]([O:10][C:8]3[CH:7]=[CH:6][N:5]=[C:4]([C:3]([NH:2][CH3:1])=[O:25])[CH:9]=3)[CH:12]=2)[N:17]=1. (2) Given the reactants [NH2:1][C:2]1[N:3]=[CH:4][C:5]([C:8]2[C:9]([F:19])=[C:10]([OH:18])[C:11]([CH:14]3[CH2:17][CH2:16][CH2:15]3)=[CH:12][CH:13]=2)=[N:6][CH:7]=1.Br[CH2:21][C:22]1[CH:27]=[CH:26][C:25]([F:28])=[CH:24][CH:23]=1.[OH-].[K+], predict the reaction product. The product is: [CH:14]1([C:11]2[CH:12]=[CH:13][C:8]([C:5]3[N:6]=[CH:7][C:2]([NH2:1])=[N:3][CH:4]=3)=[C:9]([F:19])[C:10]=2[O:18][CH2:21][C:22]2[CH:27]=[CH:26][C:25]([F:28])=[CH:24][CH:23]=2)[CH2:15][CH2:16][CH2:17]1.